From a dataset of Full USPTO retrosynthesis dataset with 1.9M reactions from patents (1976-2016). Predict the reactants needed to synthesize the given product. Given the product [OH:8][CH2:7][C:6]1[CH:11]=[C:2]([CH3:1])[CH:3]=[CH:4][C:5]=1[N:12]([CH3:17])[S:13]([CH3:16])(=[O:15])=[O:14], predict the reactants needed to synthesize it. The reactants are: [CH3:1][C:2]1[CH:3]=[CH:4][C:5]([N:12]([CH3:17])[S:13]([CH3:16])(=[O:15])=[O:14])=[C:6]([CH:11]=1)[C:7](OC)=[O:8].[H-].C([Al+]CC(C)C)C(C)C.C(OCC)(=O)C.CCCCCC.